This data is from Peptide-MHC class II binding affinity with 134,281 pairs from IEDB. The task is: Regression. Given a peptide amino acid sequence and an MHC pseudo amino acid sequence, predict their binding affinity value. This is MHC class II binding data. (1) The binding affinity (normalized) is 0.325. The peptide sequence is DRTELLEMVCFHEFL. The MHC is DRB1_1501 with pseudo-sequence DRB1_1501. (2) The peptide sequence is VIPEGWKADTAYESK. The MHC is DRB3_0101 with pseudo-sequence DRB3_0101. The binding affinity (normalized) is 0.464. (3) The peptide sequence is VIDAMCHATLTYRML. The MHC is HLA-DQA10102-DQB10501 with pseudo-sequence HLA-DQA10102-DQB10501. The binding affinity (normalized) is 0.574. (4) The peptide sequence is RFKVAATAANAAPAN. The MHC is DRB1_0802 with pseudo-sequence DRB1_0802. The binding affinity (normalized) is 0.569.